Dataset: Ames mutagenicity test results for genotoxicity prediction. Task: Regression/Classification. Given a drug SMILES string, predict its toxicity properties. Task type varies by dataset: regression for continuous values (e.g., LD50, hERG inhibition percentage) or binary classification for toxic/non-toxic outcomes (e.g., AMES mutagenicity, cardiotoxicity, hepatotoxicity). Dataset: ames. (1) The compound is O=NN1CC[C@H](Br)[C@@H](Br)C1. The result is 1 (mutagenic). (2) The molecule is CC(C)c1c(C(=O)Nc2ccccc2)c(-c2ccccc2)c(-c2ccc(F)cc2)n1CCC(O)CC(O)CC(=O)O. The result is 0 (non-mutagenic). (3) The compound is O=S(=O)(O)c1ccc2cc(O)c(S(=O)(=O)O)cc2c1. The result is 0 (non-mutagenic). (4) The compound is Nc1ccc(N(c2ccc3ccccc3c2)c2ccc3ccccc3c2)cc1. The result is 0 (non-mutagenic). (5) The drug is C/C=C1/CC(C)C(O)(CO)C(=O)OCC2=CCN3CCC(OC1=O)C23. The result is 1 (mutagenic). (6) The compound is CCOC(=O)N(CCOC(C)=O)N=O. The result is 1 (mutagenic). (7) The compound is C#CC1(O)CCC2C3CCc4cc(O)ccc4C3CCC21C. The result is 0 (non-mutagenic).